Dataset: Reaction yield outcomes from USPTO patents with 853,638 reactions. Task: Predict the reaction yield, written as a fraction of the theoretical maximum amount of product (1.0 means a 100% yield; for example, 0.34 means a 34% yield). (1) The reactants are [CH3:1][C:2]1[C:11]([N+:12]([O-:14])=[O:13])=[CH:10][CH:9]=[CH:8][C:3]=1[C:4]([O:6][CH3:7])=[O:5].[Br:15]N1C(=O)CCC1=O. The catalyst is C(Cl)(Cl)(Cl)Cl. The product is [Br:15][CH2:1][C:2]1[C:11]([N+:12]([O-:14])=[O:13])=[CH:10][CH:9]=[CH:8][C:3]=1[C:4]([O:6][CH3:7])=[O:5]. The yield is 0.930. (2) The reactants are [Cl:1][C:2]1[N:11]=[C:10](Cl)[C:9]2[C:4](=[CH:5][CH:6]=[CH:7][CH:8]=2)[N:3]=1.C1C=C2C(NC(NC2=CC=1)=O)=O.O=P(Cl)(Cl)Cl.Cl.[NH2:31][S:32]([C:35]1[CH:42]=[CH:41][C:38]([CH2:39]N)=[CH:37][CH:36]=1)(=[O:34])=[O:33].C(N(C(C)C)CC)(C)C. The catalyst is C(O)C. The product is [Cl:1][C:2]1[N:11]=[C:10]([CH2:39][C:38]2[CH:37]=[CH:36][C:35]([S:32]([NH2:31])(=[O:34])=[O:33])=[CH:42][CH:41]=2)[C:9]2[C:4](=[CH:5][CH:6]=[CH:7][CH:8]=2)[N:3]=1. The yield is 0.880. (3) The reactants are Br[CH2:2][C:3]1[CH:11]=[CH:10][CH:9]=[C:8]2[C:4]=1[CH:5]=[N:6][N:7]2[CH:12]1[CH2:17][CH2:16][CH2:15][CH2:14][O:13]1.[N-:18]=[N+:19]=[N-:20].[Na+].O. The catalyst is CN(C)C=O. The product is [N:18]([CH2:2][C:3]1[CH:11]=[CH:10][CH:9]=[C:8]2[C:4]=1[CH:5]=[N:6][N:7]2[CH:12]1[CH2:17][CH2:16][CH2:15][CH2:14][O:13]1)=[N+:19]=[N-:20]. The yield is 0.950. (4) The reactants are O[CH2:2][CH2:3][N:4]([CH2:17][CH2:18][C:19]1[CH:24]=[CH:23][CH:22]=[CH:21][CH:20]=1)[C:5]([NH:7][CH2:8][CH2:9][CH2:10][C:11]1[CH:16]=[CH:15][N:14]=[CH:13][CH:12]=1)=[S:6].C1(P(C2C=CC=CC=2)C2C=CC=CC=2)C=CC=CC=1.N(C(OC(C)C)=O)=NC(OC(C)C)=O.C(OCC)(=O)C. The yield is 0.190. The catalyst is O1CCCC1. The product is [CH2:17]([N:4]1[CH2:3][CH2:2][N:7]([CH2:8][CH2:9][CH2:10][C:11]2[CH:16]=[CH:15][N:14]=[CH:13][CH:12]=2)[C:5]1=[S:6])[CH2:18][C:19]1[CH:24]=[CH:23][CH:22]=[CH:21][CH:20]=1. (5) The reactants are Br[C:2]1[S:3][C:4]([C:8]([O:10][CH2:11][CH3:12])=[O:9])=[C:5]([Br:7])[N:6]=1.C[Sn](C)(C)[C:15]1[CH:20]=[CH:19][N:18]=[C:17]([NH:21][C:22](=[O:24])[CH3:23])[CH:16]=1.[Cl-].[Li+]. The catalyst is O1CCOCC1.C1C=CC([P]([Pd]([P](C2C=CC=CC=2)(C2C=CC=CC=2)C2C=CC=CC=2)([P](C2C=CC=CC=2)(C2C=CC=CC=2)C2C=CC=CC=2)[P](C2C=CC=CC=2)(C2C=CC=CC=2)C2C=CC=CC=2)(C2C=CC=CC=2)C2C=CC=CC=2)=CC=1.[Cu]I. The product is [C:22]([NH:21][C:17]1[CH:16]=[C:15]([C:2]2[S:3][C:4]([C:8]([O:10][CH2:11][CH3:12])=[O:9])=[C:5]([Br:7])[N:6]=2)[CH:20]=[CH:19][N:18]=1)(=[O:24])[CH3:23]. The yield is 0.440.